The task is: Predict the product of the given reaction.. This data is from Forward reaction prediction with 1.9M reactions from USPTO patents (1976-2016). (1) Given the reactants [C:1]([C:4]1[N:5]=[C:6]([Cl:13])[S:7][C:8]=1[C:9]([O:11][CH3:12])=[O:10])(=[O:3])[CH3:2].[Cl:14]CCCl, predict the reaction product. The product is: [Cl:13][C:6]1[S:7][C:8]([C:9]([O:11][CH3:12])=[O:10])=[C:4]([C:1](=[O:3])[CH2:2][Cl:14])[N:5]=1. (2) The product is: [CH3:8][C@@H:9]1[CH2:13][CH2:12][CH2:11][N:10]1[CH2:14][CH2:15][CH2:16][O:17][C:18]1[CH:23]=[CH:22][C:21]([N:24]2[CH2:29][CH2:28][NH:27][CH2:26][C:25]2=[O:37])=[CH:20][CH:19]=1. Given the reactants C(O)(C(F)(F)F)=O.[CH3:8][C@@H:9]1[CH2:13][CH2:12][CH2:11][N:10]1[CH2:14][CH2:15][CH2:16][O:17][C:18]1[CH:23]=[CH:22][C:21]([N:24]2[CH2:29][CH2:28][N:27](C(OC(C)(C)C)=O)[CH2:26][C:25]2=[O:37])=[CH:20][CH:19]=1, predict the reaction product. (3) The product is: [C:15]([NH:14][C:12](=[O:13])[CH2:11][O:10][C:9]1[CH:19]=[CH:20][CH:21]=[C:7]([O:6][C:5]2[CH:22]=[CH:23][C:2]([NH:1][C:43]3[C:44]4[N:36]([CH2:35][CH2:34][OH:33])[CH:37]=[CH:38][C:39]=4[N:40]=[CH:41][N:42]=3)=[CH:3][C:4]=2[Cl:24])[CH:8]=1)([CH3:18])([CH3:17])[CH3:16]. Given the reactants [NH2:1][C:2]1[CH:23]=[CH:22][C:5]([O:6][C:7]2[CH:8]=[C:9]([CH:19]=[CH:20][CH:21]=2)[O:10][CH2:11][C:12]([NH:14][C:15]([CH3:18])([CH3:17])[CH3:16])=[O:13])=[C:4]([Cl:24])[CH:3]=1.C([O:33][CH2:34][CH2:35][N:36]1[C:44]2[C:43](Cl)=[N:42][CH:41]=[N:40][C:39]=2[CH:38]=[CH:37]1)(=O)C1C=CC=CC=1.C(O)(C)C.[OH-].[Na+], predict the reaction product. (4) Given the reactants [NH2:1][C:2]1[CH:10]=[C:9]([CH3:11])[CH:8]=[CH:7][C:3]=1[C:4]([NH2:6])=[O:5].[CH:12](OCC)(OCC)OCC, predict the reaction product. The product is: [CH3:11][C:9]1[CH:10]=[C:2]2[C:3]([C:4](=[O:5])[NH:6][CH:12]=[N:1]2)=[CH:7][CH:8]=1. (5) The product is: [Br:25][C:12]1[O:11][C:10]([CH2:9][OH:8])=[N:14][C:13]=1[C:15]1[CH:16]=[CH:17][C:18]([C:21]([F:24])([F:23])[F:22])=[CH:19][CH:20]=1. Given the reactants C([O:8][CH2:9][C:10]1[O:11][C:12]([Br:25])=[C:13]([C:15]2[CH:20]=[CH:19][C:18]([C:21]([F:24])([F:23])[F:22])=[CH:17][CH:16]=2)[N:14]=1)C1C=CC=CC=1.BrCC(C1C=CC(C(F)(F)F)=CC=1)=O.C(OCC(N)=O)C1C=CC=CC=1.CS(O)(=O)=O, predict the reaction product. (6) Given the reactants [Cl:1][C:2]1[CH:7]=[CH:6][C:5]([S:8]([NH:11][C:12]2[C:13]([C:19]([NH:21][NH2:22])=O)=[N:14][CH:15]=[C:16]([Cl:18])[CH:17]=2)(=[O:10])=[O:9])=[CH:4][C:3]=1[C:23]([F:26])([F:25])[F:24].COC(OC)OC.[C:34](#N)C.[CH3:37][C:38]1[CH:44]=[CH:43][CH:42]=[CH:41][C:39]=1[NH2:40], predict the reaction product. The product is: [Cl:1][C:2]1[CH:7]=[CH:6][C:5]([S:8]([NH:11][C:12]2[C:13]([C:19]3[N:40]([C:39]4[CH:41]=[CH:42][CH:43]=[CH:44][C:38]=4[CH3:37])[CH:34]=[N:22][N:21]=3)=[N:14][CH:15]=[C:16]([Cl:18])[CH:17]=2)(=[O:10])=[O:9])=[CH:4][C:3]=1[C:23]([F:26])([F:25])[F:24]. (7) Given the reactants [CH2:1]([O:8][C:9]1[CH:14]=[CH:13][CH:12]=[CH:11][C:10]=1[S:15](Cl)(=[O:17])=[O:16])[C:2]1[CH:7]=[CH:6][CH:5]=[CH:4][CH:3]=1.N1C=CC=CC=1.[C:25]([O:29][C:30](=[O:40])[CH2:31][CH:32]([NH2:39])[C:33]([N:35]([O:37][CH3:38])[CH3:36])=[O:34])([CH3:28])([CH3:27])[CH3:26], predict the reaction product. The product is: [C:25]([O:29][C:30](=[O:40])[CH2:31][C@H:32]([NH:39][S:15]([C:10]1[CH:11]=[CH:12][CH:13]=[CH:14][C:9]=1[O:8][CH2:1][C:2]1[CH:7]=[CH:6][CH:5]=[CH:4][CH:3]=1)(=[O:17])=[O:16])[C:33]([N:35]([O:37][CH3:38])[CH3:36])=[O:34])([CH3:26])([CH3:28])[CH3:27].